This data is from Full USPTO retrosynthesis dataset with 1.9M reactions from patents (1976-2016). The task is: Predict the reactants needed to synthesize the given product. The reactants are: [C:1]1([C:23]2[CH:28]=[CH:27][CH:26]=[CH:25][CH:24]=2)[CH:6]=[CH:5][C:4]([NH:7][C:8](=[O:22])[N:9]([C@H:11]([CH2:15][C:16]2[CH:21]=[CH:20][CH:19]=[CH:18][CH:17]=2)[C:12]([OH:14])=O)[CH3:10])=[CH:3][CH:2]=1.[CH2:29]([N:31]([CH2:34]C)[CH2:32]C)[CH3:30].C[NH:37][C@@H](CC1C=CC=CC=1)C(O)=O.C1(C2C=CC=CC=2)C=CC(N=C=O)=CC=1. Given the product [C:1]1([C:23]2[CH:28]=[CH:27][CH:26]=[CH:25][CH:24]=2)[CH:6]=[CH:5][C:4]([NH:7][C:8](=[O:22])[N:9]([C@H:11]([CH2:15][C:16]2[CH:21]=[CH:20][CH:19]=[CH:18][CH:17]=2)[C:12]([NH:37][CH2:30][CH2:29][N:31]([CH3:34])[CH3:32])=[O:14])[CH3:10])=[CH:3][CH:2]=1, predict the reactants needed to synthesize it.